Dataset: Forward reaction prediction with 1.9M reactions from USPTO patents (1976-2016). Task: Predict the product of the given reaction. (1) Given the reactants [F:1][C:2]([F:7])([F:6])[C:3]([OH:5])=[O:4].C(C(NC1N=C([N:23]2[CH2:27][CH2:26][C@@H:25]([NH:28][C:29]([NH:31][C@@H:32]3[CH2:36][CH2:35][NH:34][CH2:33]3)=[O:30])[CH2:24]2)N=C2C=1N=CN2[C@@H]1C[C@H](NC(=O)CC)[C@@H](O)[C@H]1O)CC)C.FC(F)(F)C(O)=O.Cl[C:57]1[N:65]=[C:64]2[C:60]([N:61]=[CH:62][N:63]2[C@@H:66]2[CH2:70][C@H:69]([NH:71][C:72](=[O:75])[CH2:73][CH3:74])[C@@H:68]([OH:76])[C@H:67]2[OH:77])=[C:59]([NH:78][CH2:79][CH2:80][C:81]([CH3:84])([CH3:83])[CH3:82])[N:58]=1, predict the reaction product. The product is: [F:1][C:2]([F:7])([F:6])[C:3]([OH:5])=[O:4].[CH3:82][C:81]([CH3:84])([CH3:83])[CH2:80][CH2:79][NH:78][C:59]1[N:58]=[C:57]([N:23]2[CH2:27][CH2:26][C@@H:25]([NH:28][C:29]([NH:31][C@@H:32]3[CH2:36][CH2:35][NH:34][CH2:33]3)=[O:30])[CH2:24]2)[N:65]=[C:64]2[C:60]=1[N:61]=[CH:62][N:63]2[C@@H:66]1[CH2:70][C@H:69]([NH:71][C:72](=[O:75])[CH2:73][CH3:74])[C@@H:68]([OH:76])[C@H:67]1[OH:77]. (2) Given the reactants [CH2:1]([O:3][C:4](=[O:25])/[C:5](=[CH:10]/[C:11]1[CH:16]=[CH:15][C:14]([N:17]2[CH:21]=[C:20]([CH3:22])[N:19]=[CH:18]2)=[C:13]([O:23][CH3:24])[CH:12]=1)/[CH2:6][CH2:7][CH:8]=O)[CH3:2].[NH2:26][C@@H:27]1[C:35]2[C:30](=[CH:31][CH:32]=[CH:33][CH:34]=2)[CH2:29][C@@H:28]1[OH:36].C(O[BH-](OC(=O)C)OC(=O)C)(=O)C.[Na+].O.C(=O)(O)[O-].[Na+], predict the reaction product. The product is: [CH2:1]([O:3][C:4](=[O:25])/[C:5](=[CH:10]/[C:11]1[CH:16]=[CH:15][C:14]([N:17]2[CH:21]=[C:20]([CH3:22])[N:19]=[CH:18]2)=[C:13]([O:23][CH3:24])[CH:12]=1)/[CH2:6][CH2:7][CH2:8][NH:26][C@@H:27]1[C:35]2[C:30](=[CH:31][CH:32]=[CH:33][CH:34]=2)[CH2:29][C@@H:28]1[OH:36])[CH3:2]. (3) Given the reactants [NH2:1][C@@H:2]1[CH2:7][CH2:6][C@H:5]([NH:8][C:9]2[N:14]=[C:13]([N:15]([CH3:17])[CH3:16])[CH:12]=[C:11]([CH3:18])[N:10]=2)[CH2:4][CH2:3]1.[Cl:19][C:20]1[N:28]=[CH:27][CH:26]=[CH:25][C:21]=1[C:22](Cl)=[O:23].CCN(C(C)C)C(C)C, predict the reaction product. The product is: [Cl:19][C:20]1[N:28]=[CH:27][CH:26]=[CH:25][C:21]=1[C:22]([NH:1][C@H:2]1[CH2:3][CH2:4][C@@H:5]([NH:8][C:9]2[N:14]=[C:13]([N:15]([CH3:17])[CH3:16])[CH:12]=[C:11]([CH3:18])[N:10]=2)[CH2:6][CH2:7]1)=[O:23].